This data is from Reaction yield outcomes from USPTO patents with 853,638 reactions. The task is: Predict the reaction yield, written as a fraction of the theoretical maximum amount of product (1.0 means a 100% yield; for example, 0.34 means a 34% yield). (1) The reactants are Cl[C:2]1[N:3]=[C:4]([OH:12])[C:5]2[CH:11]=[CH:10][N:9]=[CH:8][C:6]=2[N:7]=1.[CH3:13][N:14]([C:22]1[CH:27]=[CH:26][CH:25]=[C:24]([N:28]2[CH2:33][CH2:32][N:31]([CH3:34])[CH2:30][CH2:29]2)[CH:23]=1)[C:15]1[CH:20]=[CH:19][C:18]([OH:21])=[CH:17][CH:16]=1.C([O-])([O-])=O.[Cs+].[Cs+]. The catalyst is CN(C=O)C.[Cu]I. The product is [CH3:13][N:14]([C:22]1[CH:27]=[CH:26][CH:25]=[C:24]([N:28]2[CH2:29][CH2:30][N:31]([CH3:34])[CH2:32][CH2:33]2)[CH:23]=1)[C:15]1[CH:16]=[CH:17][C:18]([O:21][C:2]2[N:3]=[C:4]([OH:12])[C:5]3[CH:11]=[CH:10][N:9]=[CH:8][C:6]=3[N:7]=2)=[CH:19][CH:20]=1. The yield is 0.0600. (2) The reactants are C([O:5][C:6](=[O:28])[CH2:7][O:8][C:9]1[CH:14]=[CH:13][C:12]([CH2:15][CH2:16][S:17][C:18]2[CH:27]=[CH:26][CH:25]=[CH:24][C:19]=2[C:20]([O:22][CH3:23])=[O:21])=[CH:11][CH:10]=1)(C)(C)C.FC(F)(F)C(O)=O. The catalyst is C(Cl)Cl. The product is [CH3:23][O:22][C:20]([C:19]1[CH:24]=[CH:25][CH:26]=[CH:27][C:18]=1[S:17][CH2:16][CH2:15][C:12]1[CH:11]=[CH:10][C:9]([O:8][CH2:7][C:6]([OH:28])=[O:5])=[CH:14][CH:13]=1)=[O:21]. The yield is 0.639. (3) The reactants are Cl[C:2]1[C:11]2[C:6](=[CH:7][C:8]([O:14][CH2:15][CH2:16][CH2:17][N:18]3[CH2:23][CH2:22][S:21](=[O:25])(=[O:24])[CH2:20][CH2:19]3)=[C:9]([C:12]#[N:13])[CH:10]=2)[N:5]=[CH:4][CH:3]=1.[CH3:26][C:27]1[NH:28][C:29]2[C:34]([C:35]=1[CH3:36])=[CH:33][C:32]([OH:37])=[CH:31][CH:30]=2. No catalyst specified. The product is [C:12]([C:9]1[CH:10]=[C:11]2[C:6](=[CH:7][C:8]=1[O:14][CH2:15][CH2:16][CH2:17][N:18]1[CH2:23][CH2:22][S:21](=[O:25])(=[O:24])[CH2:20][CH2:19]1)[N:5]=[CH:4][CH:3]=[C:2]2[O:37][C:32]1[CH:33]=[C:34]2[C:29](=[CH:30][CH:31]=1)[NH:28][C:27]([CH3:26])=[C:35]2[CH3:36])#[N:13]. The yield is 0.640. (4) The reactants are [Cl:1][C:2]1[CH:19]=[CH:18][C:5]([CH2:6][NH:7][CH2:8][C:9]2[CH:14]=[CH:13][C:12]([CH:15]([CH3:17])[CH3:16])=[CH:11][CH:10]=2)=[CH:4][CH:3]=1.[CH2:20]([O:22][C@H:23]([C:36]([O:38][CH2:39][CH3:40])=[O:37])[CH2:24][C:25]1[CH:35]=[CH:34][C:28]([O:29][CH2:30][C:31](O)=[O:32])=[CH:27][CH:26]=1)[CH3:21].C(N(CC)C(C)C)(C)C.F[B-](F)(F)F.N1(OC(N(C)C)=[N+](C)C)C2C=CC=CC=2N=N1. The catalyst is C(Cl)Cl. The product is [Cl:1][C:2]1[CH:3]=[CH:4][C:5]([CH2:6][N:7]([CH2:8][C:9]2[CH:14]=[CH:13][C:12]([CH:15]([CH3:17])[CH3:16])=[CH:11][CH:10]=2)[C:31](=[O:32])[CH2:30][O:29][C:28]2[CH:27]=[CH:26][C:25]([CH2:24][C@H:23]([O:22][CH2:20][CH3:21])[C:36]([O:38][CH2:39][CH3:40])=[O:37])=[CH:35][CH:34]=2)=[CH:18][CH:19]=1. The yield is 0.460. (5) The reactants are [C:1]([O:5][C:6]([N:8]1[CH2:13][C:12]([C:14]2[CH:19]=[C:18]([CH:20]3[CH2:25][CH2:24][N:23]([C:26](=[O:28])[CH3:27])[CH2:22][CH2:21]3)[CH:17]=[CH:16][C:15]=2[NH2:29])=[CH:11][CH2:10][CH2:9]1)=[O:7])([CH3:4])([CH3:3])[CH3:2].C1CN([P+](Br)(N2CCCC2)N2CCCC2)CC1.F[P-](F)(F)(F)(F)F.[C:54]([C:56]1[N:57]=[C:58]([C:69](O)=[O:70])[N:59]([CH2:61][O:62][CH2:63][CH2:64][Si:65]([CH3:68])([CH3:67])[CH3:66])[CH:60]=1)#[N:55].[K+].C(C1N=C(C([O-])=O)N(COCC[Si](C)(C)C)C=1)#N.CCN(C(C)C)C(C)C. The catalyst is C(Cl)Cl. The product is [C:1]([O:5][C:6]([N:8]1[CH2:13][C:12]([C:14]2[CH:19]=[C:18]([CH:20]3[CH2:21][CH2:22][N:23]([C:26](=[O:28])[CH3:27])[CH2:24][CH2:25]3)[CH:17]=[CH:16][C:15]=2[NH:29][C:69]([C:58]2[N:59]([CH2:61][O:62][CH2:63][CH2:64][Si:65]([CH3:68])([CH3:67])[CH3:66])[CH:60]=[C:56]([C:54]#[N:55])[N:57]=2)=[O:70])=[CH:11][CH2:10][CH2:9]1)=[O:7])([CH3:4])([CH3:2])[CH3:3]. The yield is 0.980. (6) The reactants are [Si]([O:8][CH2:9][CH2:10][C@H:11]1[CH2:23][C:22]2[C:21]3[C:20]([O:24][CH:25]4[CH2:30][CH2:29][CH:28]([NH:31][C:32](=[O:38])[O:33][C:34]([CH3:37])([CH3:36])[CH3:35])[CH2:27][CH2:26]4)=[N:19][CH:18]=[N:17][C:16]=3[S:15][C:14]=2[CH2:13][CH2:12]1)(C(C)(C)C)(C)C.CCCC[N+](CCCC)(CCCC)CCCC.[F-]. The catalyst is C1COCC1. The product is [OH:8][CH2:9][CH2:10][C@H:11]1[CH2:23][C:22]2[C:21]3[C:20]([O:24][CH:25]4[CH2:26][CH2:27][CH:28]([NH:31][C:32](=[O:38])[O:33][C:34]([CH3:36])([CH3:35])[CH3:37])[CH2:29][CH2:30]4)=[N:19][CH:18]=[N:17][C:16]=3[S:15][C:14]=2[CH2:13][CH2:12]1. The yield is 0.810. (7) The reactants are Br[C:2]1[N:7]=[C:6]([C:8]([OH:10])=[O:9])[CH:5]=[CH:4][CH:3]=1.[F:11][C:12]1[CH:17]=[C:16]([O:18][CH3:19])[CH:15]=[C:14]([F:20])[C:13]=1B(O)O. The catalyst is C1C=CC(P(C2C=CC=CC=2)[C-]2C=CC=C2)=CC=1.C1C=CC(P(C2C=CC=CC=2)[C-]2C=CC=C2)=CC=1.Cl[Pd]Cl.[Fe+2].C(Cl)Cl. The product is [F:11][C:12]1[CH:17]=[C:16]([O:18][CH3:19])[CH:15]=[C:14]([F:20])[C:13]=1[C:2]1[N:7]=[C:6]([C:8]([OH:10])=[O:9])[CH:5]=[CH:4][CH:3]=1. The yield is 0.420. (8) The reactants are [CH3:1][O:2][C:3]1[C:11]([O:12][CH3:13])=[CH:10][CH:9]=[C:8]2[C:4]=1[CH:5]=[CH:6][NH:7]2.[H-].[Na+].[C:16]1([S:22](Cl)(=[O:24])=[O:23])[CH:21]=[CH:20][CH:19]=[CH:18][CH:17]=1. The catalyst is C1COCC1. The product is [C:16]1([S:22]([N:7]2[C:8]3[C:4](=[C:3]([O:2][CH3:1])[C:11]([O:12][CH3:13])=[CH:10][CH:9]=3)[CH:5]=[CH:6]2)(=[O:24])=[O:23])[CH:21]=[CH:20][CH:19]=[CH:18][CH:17]=1. The yield is 0.860. (9) The reactants are [N:1]12[CH2:8][CH2:7][CH:4]([CH2:5][CH2:6]1)[CH:3]([CH2:9][C:10]([OH:12])=O)[CH2:2]2.[CH3:13][O:14][C:15]1[CH:16]=[C:17]([C:21]([NH2:24])([CH3:23])[CH3:22])[CH:18]=[CH:19][CH:20]=1. No catalyst specified. The product is [CH3:13][O:14][C:15]1[CH:16]=[C:17]([C:21]([NH:24][C:10](=[O:12])[CH2:9][CH:3]2[CH:4]3[CH2:5][CH2:6][N:1]([CH2:8][CH2:7]3)[CH2:2]2)([CH3:22])[CH3:23])[CH:18]=[CH:19][CH:20]=1. The yield is 0.400. (10) The yield is 0.190. The product is [Cl:8][C:6]1[N:5]=[CH:4][N:3]=[C:2]([NH:9][C:10]2[N:11]=[CH:12][C:13]([C:16]#[N:17])=[N:14][CH:15]=2)[CH:7]=1. The catalyst is C1COCC1.C1C=CC(P(C2C=CC=CC=2)C2C=CC=CC=2)=CC=1.C1C=CC(P(C2C=CC=CC=2)C2C=CC=CC=2)=CC=1.Cl[Pd]Cl. The reactants are Cl[C:2]1[CH:7]=[C:6]([Cl:8])[N:5]=[CH:4][N:3]=1.[NH2:9][C:10]1[CH:15]=[N:14][C:13]([C:16]#[N:17])=[CH:12][N:11]=1.C[Si]([N-][Si](C)(C)C)(C)C.[Li+].